Dataset: Kir2.1 potassium channel HTS with 301,493 compounds. Task: Binary Classification. Given a drug SMILES string, predict its activity (active/inactive) in a high-throughput screening assay against a specified biological target. The compound is o1c(c2ccc(cc2)C)c(c(O)cc1=O)C(=O)C. The result is 0 (inactive).